From a dataset of Catalyst prediction with 721,799 reactions and 888 catalyst types from USPTO. Predict which catalyst facilitates the given reaction. (1) The catalyst class is: 103. Product: [Cl:7][C:8]1[C:13]([C:20]2[N:25]=[C:24]([CH3:26])[N:23]=[C:22]([NH2:27])[N:21]=2)=[CH:12][C:11]([O:17][CH3:18])=[CH:10][N:9]=1. Reactant: O1CCOCC1.[Cl:7][C:8]1[C:13](B(O)O)=[CH:12][C:11]([O:17][CH3:18])=[CH:10][N:9]=1.Cl[C:20]1[N:25]=[C:24]([CH3:26])[N:23]=[C:22]([NH2:27])[N:21]=1.C([O-])([O-])=O.[Na+].[Na+]. (2) Reactant: O.[Cl:2][C:3]1[CH:4]=[C:5]([CH:39]=[CH:40][C:41]=1[Cl:42])[CH2:6][C@@H:7]([N:21]([CH3:38])[C:22](=[O:37])[C:23]1[CH:28]=[C:27]([C:29]([F:32])([F:31])[F:30])[CH:26]=[C:25]([C:33]([F:36])([F:35])[F:34])[CH:24]=1)/[CH:8]=[CH:9]/[C:10](=[O:20])[NH:11][C@@H:12]1[CH2:18][CH2:17][CH2:16][CH2:15][NH:14][C:13]1=[O:19]. Product: [OH2:19].[Cl:2][C:3]1[CH:4]=[C:5]([CH:39]=[CH:40][C:41]=1[Cl:42])[CH2:6][C@@H:7]([N:21]([CH3:38])[C:22](=[O:37])[C:23]1[CH:28]=[C:27]([C:29]([F:30])([F:31])[F:32])[CH:26]=[C:25]([C:33]([F:34])([F:35])[F:36])[CH:24]=1)/[CH:8]=[CH:9]/[C:10](=[O:20])[NH:11][C@@H:12]1[CH2:18][CH2:17][CH2:16][CH2:15][NH:14][C:13]1=[O:19].[Cl:2][C:3]1[CH:4]=[C:5]([CH:39]=[CH:40][C:41]=1[Cl:42])[CH2:6][C@@H:7]([N:21]([CH3:38])[C:22](=[O:37])[C:23]1[CH:28]=[C:27]([C:29]([F:30])([F:31])[F:32])[CH:26]=[C:25]([C:33]([F:34])([F:35])[F:36])[CH:24]=1)/[CH:8]=[CH:9]/[C:10](=[O:20])[NH:11][C@@H:12]1[CH2:18][CH2:17][CH2:16][CH2:15][NH:14][C:13]1=[O:19]. The catalyst class is: 5. (3) Reactant: Cl[CH2:2][CH2:3][O:4][C:5]1[CH:10]=[CH:9][C:8]([O:11][C:12]([F:15])([F:14])[F:13])=[CH:7][C:6]=1[I:16].CC(C)([O-])C.[K+]. Product: [CH:3]([O:4][C:5]1[CH:10]=[CH:9][C:8]([O:11][C:12]([F:13])([F:14])[F:15])=[CH:7][C:6]=1[I:16])=[CH2:2]. The catalyst class is: 7. (4) Reactant: C([O:8][C@@H:9]1[C@@H:17]([CH:18]=[O:19])[O:16][C@H:15]2[C@H:11]([N:12]=[C:13]([N:20]([CH3:28])C(=O)OC(C)(C)C)[S:14]2)[C@@H:10]1[F:29])C1C=CC=CC=1.[CH3:30][Mg+].[Br-].B(Cl)(Cl)Cl. Product: [F:29][C@H:10]1[C@H:11]2[N:12]=[C:13]([NH:20][CH3:28])[S:14][C@H:15]2[O:16][C@H:17]([C@H:18]([OH:19])[CH3:30])[C@H:9]1[OH:8]. The catalyst class is: 76. (5) Reactant: [Br:1][C:2]1[CH:7]=[CH:6][C:5]([C:8]2[CH:13]=[CH:12][C:11]([CH2:14]Br)=[CH:10][CH:9]=2)=[CH:4][CH:3]=1.[CH3:16][O:17][C:18](=[O:30])[C@H:19]([CH2:28][SH:29])[NH:20][C:21]([O:23][C:24]([CH3:27])([CH3:26])[CH3:25])=[O:22].C(=O)([O-])[O-].[Cs+].[Cs+].CN(C)C=O. Product: [CH3:16][O:17][C:18](=[O:30])[CH:19]([NH:20][C:21]([O:23][C:24]([CH3:26])([CH3:25])[CH3:27])=[O:22])[CH2:28][S:29][CH2:14][C:11]1[CH:12]=[CH:13][C:8]([C:5]2[CH:6]=[CH:7][C:2]([Br:1])=[CH:3][CH:4]=2)=[CH:9][CH:10]=1. The catalyst class is: 6. (6) Reactant: [CH3:1][O:2][CH2:3][O:4][C:5]1[C:13]([CH:14]([O:17][CH3:18])[O:15][CH3:16])=[CH:12][CH:11]=[C:10]2[C:6]=1[CH:7]([OH:29])[N:8]([C:20]([CH3:28])([C:22]1[CH:27]=[CH:26][CH:25]=[CH:24][CH:23]=1)[CH3:21])[C:9]2=[O:19].CN(CCN(C)C)C.[I:38]I. Product: [CH3:1][O:2][CH2:3][O:4][C:5]1[C:13]([CH:14]([O:15][CH3:16])[O:17][CH3:18])=[CH:12][C:11]([I:38])=[C:10]2[C:6]=1[CH:7]([OH:29])[N:8]([C:20]([CH3:21])([C:22]1[CH:23]=[CH:24][CH:25]=[CH:26][CH:27]=1)[CH3:28])[C:9]2=[O:19]. The catalyst class is: 1. (7) Reactant: Cl[C:2]1[CH:3]=[C:4]([CH:9]=[C:10]([CH:12]2[CH2:16][CH2:15][CH2:14][CH2:13]2)[N:11]=1)[C:5]([O:7]C)=[O:6].[CH3:17][O-:18].[Na+].CO. Product: [CH:12]1([C:10]2[CH:9]=[C:4]([CH:3]=[C:2]([O:18][CH3:17])[N:11]=2)[C:5]([OH:7])=[O:6])[CH2:16][CH2:15][CH2:14][CH2:13]1. The catalyst class is: 6. (8) Reactant: C[Al](C)C.CCCCCC.Cl.[CH3:12][NH:13][CH3:14].[C:15]([C:17]1[C:22]2[N:23]=[C:24]([CH:26]3[CH2:28][CH2:27]3)[O:25][C:21]=2[C:20]([CH2:29][C:30]([O:32]C)=O)=[C:19]([C:34]2[CH:39]=[CH:38][CH:37]=[CH:36][CH:35]=2)[C:18]=1[CH3:40])#[N:16].Cl. Product: [C:15]([C:17]1[C:22]2[N:23]=[C:24]([CH:26]3[CH2:27][CH2:28]3)[O:25][C:21]=2[C:20]([CH2:29][C:30]([N:13]([CH3:14])[CH3:12])=[O:32])=[C:19]([C:34]2[CH:35]=[CH:36][CH:37]=[CH:38][CH:39]=2)[C:18]=1[CH3:40])#[N:16]. The catalyst class is: 11. (9) Product: [Cl:1][C:2]1[CH:3]=[C:4]2[C:9](=[CH:10][CH:11]=1)[CH:8]=[C:7]([S:12]([NH:15][C@H:16]1[CH2:20][CH2:19][N:18]([C@@H:21]([CH3:29])[C:22]([OH:24])=[O:23])[C:17]1=[O:30])(=[O:14])=[O:13])[CH:6]=[CH:5]2. The catalyst class is: 2. Reactant: [Cl:1][C:2]1[CH:3]=[C:4]2[C:9](=[CH:10][CH:11]=1)[CH:8]=[C:7]([S:12]([NH:15][C@H:16]1[CH2:20][CH2:19][N:18]([C@@H:21]([CH3:29])[C:22]([O:24]C(C)(C)C)=[O:23])[C:17]1=[O:30])(=[O:14])=[O:13])[CH:6]=[CH:5]2.FC(F)(F)C(O)=O.